From a dataset of Peptide-MHC class I binding affinity with 185,985 pairs from IEDB/IMGT. Regression. Given a peptide amino acid sequence and an MHC pseudo amino acid sequence, predict their binding affinity value. This is MHC class I binding data. (1) The peptide sequence is ATYTGVFDK. The MHC is HLA-A68:02 with pseudo-sequence HLA-A68:02. The binding affinity (normalized) is 0.0847. (2) The peptide sequence is IHESVIGQL. The MHC is HLA-B35:01 with pseudo-sequence HLA-B35:01. The binding affinity (normalized) is 0.0894. (3) The peptide sequence is GFASPLTGIA. The MHC is H-2-Kd with pseudo-sequence H-2-Kd. The binding affinity (normalized) is 0. (4) The peptide sequence is VIRNEVNDT. The MHC is HLA-A68:02 with pseudo-sequence HLA-A68:02. The binding affinity (normalized) is 0.0526. (5) The peptide sequence is SLNPYYQSY. The MHC is HLA-A02:19 with pseudo-sequence HLA-A02:19. The binding affinity (normalized) is 0.0847. (6) The binding affinity (normalized) is 0.431. The MHC is HLA-A11:01 with pseudo-sequence HLA-A11:01. The peptide sequence is ALCTLLHLHR. (7) The MHC is HLA-A02:01 with pseudo-sequence HLA-A02:01. The peptide sequence is NTSKSTDFL. The binding affinity (normalized) is 0. (8) The peptide sequence is HAEIESATL. The MHC is HLA-A69:01 with pseudo-sequence HLA-A69:01. The binding affinity (normalized) is 0.0847. (9) The peptide sequence is KFFPSSSYR. The MHC is HLA-A26:01 with pseudo-sequence HLA-A26:01. The binding affinity (normalized) is 0.0847. (10) The peptide sequence is LMGALAVVL. The MHC is HLA-E01:03 with pseudo-sequence HLA-E01:03. The binding affinity (normalized) is 0.0802.